Dataset: Catalyst prediction with 721,799 reactions and 888 catalyst types from USPTO. Task: Predict which catalyst facilitates the given reaction. (1) Reactant: [N:1]1[CH:6]=[CH:5][CH:4]=[N:3][C:2]=1[N:7]1[CH2:12][CH2:11][CH:10]([C:13]([OH:15])=O)[CH2:9][CH2:8]1.[OH2:16].ON1C2C=[CH:24][CH:25]=[CH:26][C:21]=2[N:20]=[N:19]1.Cl.[CH3:28]N(C)CCCN=C=NCC.C(N(C(C)C)CC)(C)C. Product: [CH3:28][CH:25]([CH3:24])[CH2:26][C:21]([NH:20][NH:19][C:13]([CH:10]1[CH2:9][CH2:8][N:7]([C:2]2[N:1]=[CH:6][CH:5]=[CH:4][N:3]=2)[CH2:12][CH2:11]1)=[O:15])=[O:16]. The catalyst class is: 4. (2) Reactant: [NH2:1][C:2]1[CH:3]=[C:4]([NH:12][C:13](=O)C(F)(F)F)[CH:5]=[C:6]([C:8]([F:11])([F:10])[F:9])[CH:7]=1.C=O.[C:21](O)(=O)C.C([BH3-])#N.[Na+]. Product: [CH3:21][N:12]([CH3:13])[C:4]1[CH:5]=[C:6]([C:8]([F:9])([F:10])[F:11])[CH:7]=[C:2]([NH2:1])[CH:3]=1. The catalyst class is: 24. (3) Reactant: C([O:3][CH:4](OCC)[C:5]1[C:6]([F:13])=[N:7][C:8]([F:12])=[C:9]([I:11])[CH:10]=1)C.Cl.C([O-])(O)=O.[Na+]. Product: [F:13][C:6]1[N:7]=[C:8]([F:12])[C:9]([I:11])=[CH:10][C:5]=1[CH:4]=[O:3]. The catalyst class is: 20. (4) The catalyst class is: 874. Reactant: Br[C:2]1[CH:3]=[CH:4][C:5]([NH:8][CH2:9][C@@H:10]2[C@H:15]([CH3:16])[CH2:14][CH2:13][CH2:12][N:11]2[C:17]([C:19]2[CH:24]=[C:23]([CH3:25])[CH:22]=[CH:21][C:20]=2[N:26]2[N:30]=[CH:29][CH:28]=[N:27]2)=[O:18])=[N:6][CH:7]=1.[CH:31]1(B(O)O)[CH2:33][CH2:32]1.C1(P(C2CCCCC2)C2CCCCC2)CCCCC1.[O-]P([O-])([O-])=O.[K+].[K+].[K+]. Product: [CH:31]1([C:2]2[CH:3]=[CH:4][C:5]([NH:8][CH2:9][C@@H:10]3[C@H:15]([CH3:16])[CH2:14][CH2:13][CH2:12][N:11]3[C:17]([C:19]3[CH:24]=[C:23]([CH3:25])[CH:22]=[CH:21][C:20]=3[N:26]3[N:30]=[CH:29][CH:28]=[N:27]3)=[O:18])=[N:6][CH:7]=2)[CH2:33][CH2:32]1. (5) Reactant: Br[C:2]1[CH:3]=[C:4]([CH:9]=[CH:10][C:11]=1[O:12][CH3:13])[C:5]([O:7][CH3:8])=[O:6].C([O-])([O-])=O.[Na+].[Na+].[C:20]1(B(O)O)[CH:25]=[CH:24][CH:23]=[CH:22][CH:21]=1. Product: [CH3:13][O:12][C:11]1[C:2]([C:20]2[CH:25]=[CH:24][CH:23]=[CH:22][CH:21]=2)=[CH:3][C:4]([C:5]([O:7][CH3:8])=[O:6])=[CH:9][CH:10]=1. The catalyst class is: 57. (6) Reactant: [N+:1]([C:4]1[C:5]([NH:10][NH2:11])=[N:6][CH:7]=[CH:8][CH:9]=1)([O-:3])=[O:2].C(N(CC)CC)C.C[O:20][C:21](=O)[N:22]=[C:23](SC)[C:24]([C:38]1[CH:48]=[C:47]([O:49][CH3:50])[C:41]2[O:42][CH2:43][CH2:44][CH2:45][O:46][C:40]=2[CH:39]=1)=[N:25][C:26]1[CH:31]=[CH:30][C:29]([C:32]2[N:36]=[C:35]([CH3:37])[O:34][N:33]=2)=[CH:28][CH:27]=1. Product: [CH3:50][O:49][C:47]1[C:41]2[O:42][CH2:43][CH2:44][CH2:45][O:46][C:40]=2[CH:39]=[C:38]([CH:24]([NH:25][C:26]2[CH:31]=[CH:30][C:29]([C:32]3[N:36]=[C:35]([CH3:37])[O:34][N:33]=3)=[CH:28][CH:27]=2)[C:23]2[NH:22][C:21](=[O:20])[N:10]([C:5]3[C:4]([N+:1]([O-:3])=[O:2])=[CH:9][CH:8]=[CH:7][N:6]=3)[N:11]=2)[CH:48]=1. The catalyst class is: 3. (7) Reactant: [C:1]([N:20]1CCCC(=O)[CH2:21]1)([C:14]1[CH:19]=[CH:18][CH:17]=[CH:16][CH:15]=1)([C:8]1[CH:13]=[CH:12][CH:11]=[CH:10][CH:9]=1)[C:2]1[CH:7]=[CH:6][CH:5]=[CH:4][CH:3]=1.S([O-])([O-])(=O)=O.[Mg+2].[NH:33]1[CH2:37][CH2:36][CH2:35][CH2:34]1.C(O[CH:41]=[C:42]([C:48](=O)[C:49]([F:52])([F:51])[F:50])[C:43]([O:45][CH2:46][CH3:47])=[O:44])C.C([O-])(=O)C.[NH4+]. Product: [F:50][C:49]([F:51])([F:52])[C:48]1[C:42]([C:43]([O:45][CH2:46][CH3:47])=[O:44])=[CH:41][C:36]2[CH2:35][CH2:34][N:20]([C:1]([C:8]3[CH:13]=[CH:12][CH:11]=[CH:10][CH:9]=3)([C:14]3[CH:15]=[CH:16][CH:17]=[CH:18][CH:19]=3)[C:2]3[CH:3]=[CH:4][CH:5]=[CH:6][CH:7]=3)[CH2:21][C:37]=2[N:33]=1. The catalyst class is: 7.